From a dataset of Forward reaction prediction with 1.9M reactions from USPTO patents (1976-2016). Predict the product of the given reaction. (1) Given the reactants NC1[CH:3]=[CH:4][CH:5]=[C:6]2[C:11]=1[CH2:10][C@H:9]([OH:12])[CH2:8][CH2:7]2.Cl.CN(C)[CH2:16][CH2:17][CH2:18][N:19]=[C:20]=NCC.O.[OH:26]N1C2C=CC=CC=2N=N1.[F:36][C:37]([F:50])([F:49])[C:38]1[CH:43]=[CH:42][C:41](C(C)C(O)=O)=[CH:40][CH:39]=1, predict the reaction product. The product is: [OH:12][C@H:9]1[CH2:10][C:11]2[C:20]([NH:19][C:18](=[O:26])[CH2:17][CH2:16][C:41]3[CH:42]=[CH:43][C:38]([C:37]([F:49])([F:50])[F:36])=[CH:39][CH:40]=3)=[CH:3][CH:4]=[CH:5][C:6]=2[CH2:7][CH2:8]1. (2) Given the reactants [CH2:1]([CH:5]1[C:10](=NO)[CH2:9][CH2:8][N:7](CCC2C=CC=CC=2)[CH2:6]1)[CH2:2][CH2:3][CH3:4].[H-].[H-].[H-].[H-].[Li+].[Al+3].C([O-])(O)=[O:28].[Na+], predict the reaction product. The product is: [CH2:1]([CH:5]1[C:10](=[O:28])[CH2:9][CH2:8][NH:7][CH2:6]1)[CH2:2][CH2:3][CH3:4]. (3) Given the reactants [Cl:1][C:2]1[N:7]=[C:6]2[CH:8]=[CH:9][NH:10][C:5]2=[CH:4][CH:3]=1.[C:11]1([S:17](Cl)(=[O:19])=[O:18])[CH:16]=[CH:15][CH:14]=[CH:13][CH:12]=1.C(N(CC)CC)C.O, predict the reaction product. The product is: [Cl:1][C:2]1[N:7]=[C:6]2[CH:8]=[CH:9][N:10]([S:17]([C:11]3[CH:16]=[CH:15][CH:14]=[CH:13][CH:12]=3)(=[O:19])=[O:18])[C:5]2=[CH:4][CH:3]=1. (4) Given the reactants [OH:1][C:2]1[C:3]([CH3:21])=[C:4]2[C:9](=[C:10]([CH3:13])[C:11]=1[CH3:12])[O:8][C@:7]([CH3:20])([C:14]([NH:16][CH2:17][CH2:18][OH:19])=[O:15])[CH2:6][CH2:5]2.[O:22]=[N+]([O-])[O-].[O-][N+](=O)[O-].[O-][N+](=O)[O-].[O-][N+](=O)[O-].[O-][N+](=O)[O-].[O-][N+](=O)[O-].[Ce+4].[NH4+].[NH4+], predict the reaction product. The product is: [OH:22][C@@:7]([CH3:20])([CH2:6][CH2:5][C:4]1[C:9](=[O:8])[C:10]([CH3:13])=[C:11]([CH3:12])[C:2](=[O:1])[C:3]=1[CH3:21])[C:14]([NH:16][CH2:17][CH2:18][OH:19])=[O:15]. (5) The product is: [CH3:19][O:1][CH:2]1[CH2:7][CH2:6][CH:5]([C:8]2[NH:18][C:11]3[CH:16]=[CH:15][CH:14]=[CH:13][C:12]=3[N:17]=2)[CH2:4][CH2:3]1. Given the reactants [OH:1][CH:2]1[CH2:7][CH2:6][CH:5]([C:8](O)=O)[CH2:4][CH2:3]1.[C:11]1([NH2:18])[C:12]([NH2:17])=[CH:13][CH:14]=[CH:15][CH:16]=1.[CH3:19]N(C=O)C, predict the reaction product. (6) Given the reactants [C:1]([O:5][C:6]([NH:8][C@H:9]([C:12]([O:14][CH3:15])=[O:13])[CH2:10][SH:11])=[O:7])([CH3:4])([CH3:3])[CH3:2].IC.[C:18](=O)([O-])[O-].[K+].[K+].[NH4+].[Cl-], predict the reaction product. The product is: [C:1]([O:5][C:6]([NH:8][C@H:9]([C:12]([O:14][CH3:15])=[O:13])[CH2:10][S:11][CH3:18])=[O:7])([CH3:4])([CH3:3])[CH3:2]. (7) Given the reactants Br[C:2]1[CH:3]=[C:4]2[C:8](=[CH:9][CH:10]=1)[NH:7][CH:6]=[CH:5]2.[C:11]1([S:17]([CH:20]=[CH2:21])(=[O:19])=[O:18])[CH:16]=[CH:15][CH:14]=[CH:13][CH:12]=1.CC1C(P(C2C(C)=CC=CC=2)C2C(C)=CC=CC=2)=CC=CC=1.CCN(C(C)C)C(C)C, predict the reaction product. The product is: [C:11]1([S:17](/[CH:20]=[CH:21]/[C:2]2[CH:3]=[C:4]3[C:8](=[CH:9][CH:10]=2)[NH:7][CH:6]=[CH:5]3)(=[O:19])=[O:18])[CH:16]=[CH:15][CH:14]=[CH:13][CH:12]=1.